Task: Predict which catalyst facilitates the given reaction.. Dataset: Catalyst prediction with 721,799 reactions and 888 catalyst types from USPTO Reactant: [F:1][C:2]1[CH:7]=[CH:6][C:5]([OH:8])=[CH:4][C:3]=1[C:9]1[C:18]2[C:13](=[C:14]([C:19]([F:22])([F:21])[F:20])[CH:15]=[CH:16][CH:17]=2)[N:12]=[CH:11][N:10]=1.[F:23][C:24]1[CH:25]=[C:26]([S:31]([CH3:34])(=[O:33])=[O:32])[CH:27]=[C:28](F)[CH:29]=1.C(=O)([O-])[O-].[K+].[K+]. Product: [F:1][C:2]1[CH:7]=[CH:6][C:5]([O:8][C:28]2[CH:27]=[C:26]([S:31]([CH3:34])(=[O:32])=[O:33])[CH:25]=[C:24]([F:23])[CH:29]=2)=[CH:4][C:3]=1[C:9]1[C:18]2[C:13](=[C:14]([C:19]([F:20])([F:22])[F:21])[CH:15]=[CH:16][CH:17]=2)[N:12]=[CH:11][N:10]=1. The catalyst class is: 44.